This data is from Reaction yield outcomes from USPTO patents with 853,638 reactions. The task is: Predict the reaction yield, written as a fraction of the theoretical maximum amount of product (1.0 means a 100% yield; for example, 0.34 means a 34% yield). (1) The reactants are CCN(CC)CC.[Cl-].[CH2:9]([O:11][C:12](=[O:24])[CH:13]([OH:23])[CH:14]([NH3+:22])[CH2:15][C:16]1[CH:21]=[CH:20][CH:19]=[CH:18][CH:17]=1)[CH3:10].[C:25]([O:29][C:30](O[C:30]([O:29][C:25]([CH3:28])([CH3:27])[CH3:26])=[O:31])=[O:31])([CH3:28])([CH3:27])[CH3:26]. The catalyst is C1COCC1. The product is [C:25]([O:29][C:30]([NH:22][CH:14]([CH2:15][C:16]1[CH:21]=[CH:20][CH:19]=[CH:18][CH:17]=1)[CH:13]([OH:23])[C:12]([O:11][CH2:9][CH3:10])=[O:24])=[O:31])([CH3:28])([CH3:27])[CH3:26]. The yield is 0.770. (2) The reactants are [OH:1][C@H:2]([CH3:6])[C:3]([NH2:5])=[O:4].[C:7](Cl)(=[O:9])[CH3:8].CN1CCOCC1. The catalyst is O1CCCC1. The product is [C:7]([O:1][C@H:2]([CH3:6])[C:3]([NH2:5])=[O:4])(=[O:9])[CH3:8]. The yield is 1.05. (3) The reactants are [C:1]([N:4]([CH2:13][C:14]1[CH:19]=[CH:18][C:17]([CH3:20])=[CH:16][CH:15]=1)[NH:5]C(OC(C)(C)C)=O)(=[O:3])[NH2:2].[ClH:21]. The catalyst is O1CCOCC1. The product is [ClH:21].[CH3:20][C:17]1[CH:16]=[CH:15][C:14]([CH2:13][N:4]([C:1]([NH2:2])=[O:3])[NH2:5])=[CH:19][CH:18]=1. The yield is 0.990. (4) The reactants are Cl.[Cl:2][C:3]1[CH:8]=[CH:7][C:6]([CH:9]2[N:13]([C:14]3[CH:19]=[CH:18][C:17]([Cl:20])=[CH:16][C:15]=3[Cl:21])[N:12]=[C:11]([C:22]([NH:24][N:25]3[CH2:30][CH2:29][CH2:28][CH2:27][CH2:26]3)=[O:23])[CH2:10]2)=[CH:5][CH:4]=1. The catalyst is CC(C)=O. The product is [ClH:2].[Cl:2][C:3]1[CH:8]=[CH:7][C:6]([CH:9]2[N:13]([C:14]3[CH:19]=[CH:18][C:17]([Cl:20])=[CH:16][C:15]=3[Cl:21])[N:12]=[C:11]([C:22]([NH:24][N:25]3[CH2:26][CH2:27][CH2:28][CH2:29][CH2:30]3)=[O:23])[CH2:10]2)=[CH:5][CH:4]=1. The yield is 0.960. (5) The reactants are [OH:1][CH2:2][CH2:3][CH2:4][C:5]1[CH:10]=[CH:9][C:8]([OH:11])=[CH:7][CH:6]=1.Br[CH2:13][C:14]1[CH:23]=[CH:22][CH:21]=[CH:20][C:15]=1[C:16]([O:18][CH3:19])=[O:17].C(=O)([O-])[O-].[K+].[K+].C(O)C(N)(CO)CO. The catalyst is C(#N)C. The product is [OH:1][CH2:2][CH2:3][CH2:4][C:5]1[CH:6]=[CH:7][C:8]([O:11][CH2:13][C:14]2[CH:23]=[CH:22][CH:21]=[CH:20][C:15]=2[C:16]([O:18][CH3:19])=[O:17])=[CH:9][CH:10]=1. The yield is 0.842. (6) The reactants are [CH2:1]([O:8][C:9]1[CH:14]=[C:13]([NH:15][C:16]2[N:21]=[C:20]([N:22]3[CH2:27][C@@H:26]([NH:28][C:29]([O:31][C:32]([CH3:35])([CH3:34])[CH3:33])=[O:30])[CH2:25][C@@H:24]([NH:36][C:37]([O:39][C:40]([CH3:43])([CH3:42])[CH3:41])=[O:38])[CH2:23]3)[N:19]=[C:18]([N:44]3[CH2:49][C@@H:48]([NH:50][C:51]([O:53][C:54]([CH3:57])([CH3:56])[CH3:55])=[O:52])[CH2:47][C@@H:46]([NH:58][C:59]([O:61][C:62]([CH3:65])([CH3:64])[CH3:63])=[O:60])[CH2:45]3)[N:17]=2)[CH:12]=[CH:11][C:10]=1[NH:66]C(=O)C)[C:2]1[CH:7]=[CH:6][CH:5]=[CH:4][CH:3]=1.O.NN. The catalyst is CO.O1CCOCC1. The product is [CH2:1]([O:8][C:9]1[CH:14]=[C:13]([NH:15][C:16]2[N:21]=[C:20]([N:22]3[CH2:27][C@@H:26]([NH:28][C:29]([O:31][C:32]([CH3:33])([CH3:34])[CH3:35])=[O:30])[CH2:25][C@@H:24]([NH:36][C:37]([O:39][C:40]([CH3:43])([CH3:42])[CH3:41])=[O:38])[CH2:23]3)[N:19]=[C:18]([N:44]3[CH2:45][C@@H:46]([NH:58][C:59]([O:61][C:62]([CH3:65])([CH3:64])[CH3:63])=[O:60])[CH2:47][C@@H:48]([NH:50][C:51]([O:53][C:54]([CH3:57])([CH3:56])[CH3:55])=[O:52])[CH2:49]3)[N:17]=2)[CH:12]=[CH:11][C:10]=1[NH2:66])[C:2]1[CH:3]=[CH:4][CH:5]=[CH:6][CH:7]=1. The yield is 0.680. (7) No catalyst specified. The reactants are [Cl:1][C:2]1[CH:7]=[C:6]([O:8][CH3:9])[CH:5]=[CH:4][C:3]=1[C:10]1[CH:15]=[CH:14][N:13]=[C:12]([NH:16][CH:17]([CH3:21])[CH2:18][O:19][CH3:20])[C:11]=1[N+:22]([O-])=O.[O-]S(S([O-])=O)=O.[Na+].[Na+]. The yield is 0.840. The product is [Cl:1][C:2]1[CH:7]=[C:6]([O:8][CH3:9])[CH:5]=[CH:4][C:3]=1[C:10]1[CH:15]=[CH:14][N:13]=[C:12]([NH:16][CH:17]([CH3:21])[CH2:18][O:19][CH3:20])[C:11]=1[NH2:22].